This data is from Full USPTO retrosynthesis dataset with 1.9M reactions from patents (1976-2016). The task is: Predict the reactants needed to synthesize the given product. (1) Given the product [C:18]([NH:26][C:27]1[CH:39]=[C:38]([C:6]2[CH:5]=[CH:4][C:3]([CH3:9])=[C:2]([Cl:1])[CH:7]=2)[CH:37]=[CH:36][C:28]=1[C:29]([O:31][C:32]([CH3:34])([CH3:35])[CH3:33])=[O:30])(=[O:25])[C:19]1[CH:20]=[CH:21][CH:22]=[CH:23][CH:24]=1, predict the reactants needed to synthesize it. The reactants are: [Cl:1][C:2]1[CH:7]=[C:6](I)[CH:5]=[CH:4][C:3]=1[CH3:9].C(=O)([O-])O.[Na+].C(O)C.[C:18]([NH:26][C:27]1[CH:39]=[C:38](B2OC(C)(C)C(C)(C)O2)[CH:37]=[CH:36][C:28]=1[C:29]([O:31][C:32]([CH3:35])([CH3:34])[CH3:33])=[O:30])(=[O:25])[C:19]1[CH:24]=[CH:23][CH:22]=[CH:21][CH:20]=1. (2) Given the product [Br:1][C:2]1[CH:3]=[C:4]([O:12][CH3:13])[C:5]([Cl:11])=[C:6]([CH:10]=1)[C:7]([Cl:23])=[O:8], predict the reactants needed to synthesize it. The reactants are: [Br:1][C:2]1[CH:3]=[C:4]([O:12][CH3:13])[C:5]([Cl:11])=[C:6]([CH:10]=1)[C:7](O)=[O:8].CN(C=O)C.C(Cl)(C([Cl:23])=O)=O. (3) Given the product [O:10]1[C:11]2[C:16](=[CH:15][CH:14]=[C:13]([OH:18])[CH:12]=2)[CH:17]=[C:8]([C:7]2[CH:22]=[CH:23][CH:24]=[C:5]([OH:4])[CH:6]=2)[CH2:9]1, predict the reactants needed to synthesize it. The reactants are: C([O:4][C:5]1[CH:6]=[C:7]([CH:22]=[CH:23][CH:24]=1)[C:8]1[CH2:9][O:10][C:11]2[C:16]([CH:17]=1)=[CH:15][CH:14]=[C:13]([O:18]C(=O)C)[CH:12]=2)(=O)C.N1C=CN=C1.O1C2C(=CC=C(O)C=2)C=C(C2C=CC(O)=CC=2)C1. (4) The reactants are: [F:1][C:2]1[CH:7]=[CH:6][CH:5]=[C:4]([N+:8]([O-:10])=[O:9])[C:3]=1[CH3:11].[Br:12]N1C(=O)CCC1=O.C(OOC(=O)C1C=CC=CC=1)(=O)C1C=CC=CC=1. Given the product [Br:12][CH2:11][C:3]1[C:4]([N+:8]([O-:10])=[O:9])=[CH:5][CH:6]=[CH:7][C:2]=1[F:1], predict the reactants needed to synthesize it. (5) Given the product [Cl-:1].[C:9]([C:3]1[N:4]=[C:5]([S:24][CH2:22][CH2:28][NH+:26]([CH3:27])[CH3:25])[CH:6]=[CH:7][C:2]=1[Cl:1])([OH:11])=[O:10], predict the reactants needed to synthesize it. The reactants are: [Cl:1][C:2]1[C:3]([C:9]([OH:11])=[O:10])=[N:4][C:5](Cl)=[CH:6][CH:7]=1.[OH-].[Na+].C1COCC1.CN([CH:22]([SH:24])C)C.[CH3:25][N:26]([CH:28]=O)[CH3:27]. (6) Given the product [NH2:1][C:2]1[C:11]2[C:6](=[C:7]([C:13]3[CH:21]=[C:20]4[C:16]([CH:17]=[N:18][NH:19]4)=[CH:15][C:14]=3[CH3:22])[CH:8]=[C:9]([N:35]3[CH2:40][CH2:39][O:38][CH2:37][CH2:36]3)[CH:10]=2)[N:5]=[N:4][C:3]=1[C:23]([NH2:25])=[O:24], predict the reactants needed to synthesize it. The reactants are: [NH2:1][C:2]1[C:11]2[C:6](=[C:7]([C:13]3[CH:21]=[C:20]4[C:16]([CH:17]=[N:18][NH:19]4)=[CH:15][C:14]=3[CH3:22])[CH:8]=[C:9](F)[CH:10]=2)[N:5]=[N:4][C:3]=1[C:23]([NH2:25])=[O:24].CCN(C(C)C)C(C)C.[NH:35]1[CH2:40][CH2:39][O:38][CH2:37][CH2:36]1.